Predict the reaction yield, written as a fraction of the theoretical maximum amount of product (1.0 means a 100% yield; for example, 0.34 means a 34% yield). From a dataset of Reaction yield outcomes from USPTO patents with 853,638 reactions. The reactants are [CH2:1]([O:3][C:4]([C:6]1[C:7](=[O:29])[C:8]2[CH:13]=[N:12][C:11](S(C)(=O)=O)=[N:10][C:9]=2[N:18]([C:20]2[CH:21]=[C:22]3[C:26](=[CH:27][CH:28]=2)[CH2:25][CH2:24]C3)[CH:19]=1)=[O:5])[CH3:2].[CH3:30][N:31]1[CH2:36][CH2:35][N:34]([CH2:37][CH2:38][C:39]2[CH:44]=[CH:43][C:42]([NH2:45])=[CH:41][CH:40]=2)[CH2:33][CH2:32]1. The catalyst is C(O)(C)C. The product is [CH2:1]([O:3][C:4]([C:6]1[C:7](=[O:29])[C:8]2[CH:13]=[N:12][C:11]([NH:45][C:42]3[CH:41]=[CH:40][C:39]([CH2:38][CH2:37][N:34]4[CH2:35][CH2:36][N:31]([CH3:30])[CH2:32][CH2:33]4)=[CH:44][CH:43]=3)=[N:10][C:9]=2[N:18]([C:20]2[CH:28]=[CH:27][C:26]([C:25]#[CH:24])=[CH:22][CH:21]=2)[CH:19]=1)=[O:5])[CH3:2]. The yield is 0.670.